The task is: Regression/Classification. Given a drug SMILES string, predict its absorption, distribution, metabolism, or excretion properties. Task type varies by dataset: regression for continuous measurements (e.g., permeability, clearance, half-life) or binary classification for categorical outcomes (e.g., BBB penetration, CYP inhibition). Dataset: cyp2d6_veith.. This data is from CYP2D6 inhibition data for predicting drug metabolism from PubChem BioAssay. (1) The drug is CS(=O)(=O)Nc1cccc(-c2nc(Nc3ccccc3)c3ccccc3n2)c1. The result is 1 (inhibitor). (2) The molecule is CCOC(=O)COc1ccc(/C=C/[N+](=O)[O-])c(OCC(=O)OCC)c1. The result is 0 (non-inhibitor). (3) The molecule is O=C1Nc2cc(Cl)c(Cl)cc2N(O)N1c1ccc(Cl)c(Cl)c1. The result is 0 (non-inhibitor). (4) The drug is Cn1c(=O)[nH]c(=O)c2c1nc(CN1CCOCC1)n2Cc1ccccc1. The result is 0 (non-inhibitor). (5) The drug is COc1cccc(/C=N/Nc2nc(N3CCCC3)nc(N3CCCC3)n2)c1O. The result is 0 (non-inhibitor). (6) The result is 0 (non-inhibitor). The molecule is C[C@]12CC[C@@H]3C(=CCc4cc(O)ccc43)[C@@H]1CCC2=O. (7) The molecule is Cc1cc(N)n(-c2ccc3ccccc3c2)n1. The result is 0 (non-inhibitor). (8) The result is 0 (non-inhibitor). The compound is CC(C)N1CCN(c2ccc(OC[C@@H]3CO[C@@](Cn4cncn4)(c4ccc(Cl)cc4Cl)O3)cc2)CC1. (9) The drug is CCn1c(SCC(=O)c2ccccc2)nnc1-c1cccs1. The result is 1 (inhibitor).